Dataset: Forward reaction prediction with 1.9M reactions from USPTO patents (1976-2016). Task: Predict the product of the given reaction. Given the reactants [CH3:1][O:2][C:3]1[C:4]([NH:14][C:15](=[O:19])OCC)=[N:5][C:6]2[C:11]([N:12]=1)=[CH:10][C:9]([CH3:13])=[CH:8][CH:7]=2.[Cl:20][C:21]1[CH:22]=[C:23]([N:27]2[CH2:32][CH2:31][NH:30][CH2:29][CH2:28]2)[CH:24]=[CH:25][CH:26]=1, predict the reaction product. The product is: [CH3:1][O:2][C:3]1[C:4]([NH:14][C:15]([N:30]2[CH2:29][CH2:28][N:27]([C:23]3[CH:24]=[CH:25][CH:26]=[C:21]([Cl:20])[CH:22]=3)[CH2:32][CH2:31]2)=[O:19])=[N:5][C:6]2[C:11]([N:12]=1)=[CH:10][C:9]([CH3:13])=[CH:8][CH:7]=2.